Dataset: Experimentally validated miRNA-target interactions with 360,000+ pairs, plus equal number of negative samples. Task: Binary Classification. Given a miRNA mature sequence and a target amino acid sequence, predict their likelihood of interaction. (1) The miRNA is hsa-miR-1908-5p with sequence CGGCGGGGACGGCGAUUGGUC. The protein sequence of the target gene is MGPAPRILELFYDVLSPYSWLGFEVLCRYQHLWNIKLQLRPTLIAGIMKDSGNQPPAMVPRKGQYIFKEIPLLKQFFQVPLNIPKDFFGETVKKGSINAMRFLTTVSMEQPEMLEKVSREIWMRVWSRDEDITEYQSILAAAVKAGMSTAQAQHFLEKISTQQVKNKLIENTDAACKYGAFGLPTTVAHVDGKTYMLFGSDRLELLAYLLGEKWMGPVPPTANARL. Result: 0 (no interaction). (2) The miRNA is hsa-miR-4762-3p with sequence CUUCUGAUCAAGAUUUGUGGUG. The protein sequence of the target gene is MEEPQKSYVNTMDLERDEPLKSTGPQISVSEFSCHCCYDILVNPTTLNCGHSFCRHCLALWWASSKKTECPECREKWEGFPKVSILLRDAIEKLFPDAIRLRFEDIQQNNDIVQSLAAFQKYGNDQIPLAPNTGRANQQMGGGFFSGVLTALTGVAVVLLVYHWSSRESEHDLLVHKAVAKWTAEEVVLWLEQLGPWASLYRERFLSERVNGRLLLTLTEEEFSKTPYTIENSSHRRAILMELERVKALGVKPPQNLWEYKAVNPGRSLFLLYALKSSPRLSLLYLYLFDYTDTFLPFIH.... Result: 0 (no interaction).